Dataset: Retrosynthesis with 50K atom-mapped reactions and 10 reaction types from USPTO. Task: Predict the reactants needed to synthesize the given product. Given the product CC(C)(C)OC(=O)N1CCN(C(=O)c2ccc([N+](=O)[O-])o2)CC1, predict the reactants needed to synthesize it. The reactants are: CC(C)(C)OC(=O)N1CCNCC1.O=C(Cl)c1ccc([N+](=O)[O-])o1.